From a dataset of Peptide-MHC class II binding affinity with 134,281 pairs from IEDB. Regression. Given a peptide amino acid sequence and an MHC pseudo amino acid sequence, predict their binding affinity value. This is MHC class II binding data. (1) The peptide sequence is LVKYVNGDGDVVAVD. The MHC is DRB1_1201 with pseudo-sequence DRB1_1201. The binding affinity (normalized) is 0.0354. (2) The peptide sequence is FKVQFLFSSMIDPLI. The MHC is DRB1_1302 with pseudo-sequence DRB1_1302. The binding affinity (normalized) is 0.183. (3) The peptide sequence is TVTVFKIPKKASEGA. The MHC is DRB1_0802 with pseudo-sequence DRB1_0802. The binding affinity (normalized) is 0.212.